This data is from CYP2D6 inhibition data for predicting drug metabolism from PubChem BioAssay. The task is: Regression/Classification. Given a drug SMILES string, predict its absorption, distribution, metabolism, or excretion properties. Task type varies by dataset: regression for continuous measurements (e.g., permeability, clearance, half-life) or binary classification for categorical outcomes (e.g., BBB penetration, CYP inhibition). Dataset: cyp2d6_veith. (1) The drug is O=c1c(-c2ccccc2)nc2cnc(Oc3cccc(Cl)c3)nc2n1C[C@H]1CCCO1. The result is 0 (non-inhibitor). (2) The drug is COc1cc(CNC2CCCC2)cc(Cl)c1OCc1ccccc1Cl.Cl. The result is 1 (inhibitor). (3) The drug is CCCCNC(=O)C(=O)c1ccccc1NC(C)=O. The result is 0 (non-inhibitor). (4) The drug is CN(C)CCOC(=O)c1ccc(N)cc1. The result is 0 (non-inhibitor). (5) The compound is Cc1ccccc1NC(=O)C1CC(=O)N(c2ccc3c4c(cccc24)CC3)C1. The result is 0 (non-inhibitor). (6) The molecule is CCOC(=O)N1CCN(C(=O)c2cnc3n(c2=O)CCS3)CC1. The result is 0 (non-inhibitor).